From a dataset of Full USPTO retrosynthesis dataset with 1.9M reactions from patents (1976-2016). Predict the reactants needed to synthesize the given product. (1) Given the product [Cl:1][C:2]1[N:7]=[C:6]([NH2:8])[CH:5]=[C:4]([CH3:19])[C:3]=1[CH3:20], predict the reactants needed to synthesize it. The reactants are: [Cl:1][C:2]1[N:7]=[C:6]([N:8]2C(=O)C3C(=CC=CC=3)C2=O)[CH:5]=[C:4]([CH3:19])[C:3]=1[CH3:20]. (2) Given the product [Cl:1][C:2]1[CH:7]=[C:6]([N+:8]([O-:10])=[O:9])[CH:5]=[CH:4][C:3]=1[CH2:11][N:17]1[CH2:18][CH2:19][CH:14]([CH3:13])[CH2:15][CH2:16]1, predict the reactants needed to synthesize it. The reactants are: [Cl:1][C:2]1[CH:7]=[C:6]([N+:8]([O-:10])=[O:9])[CH:5]=[CH:4][C:3]=1[CH2:11]Cl.[CH3:13][CH:14]1[CH2:19][CH2:18][NH:17][CH2:16][CH2:15]1. (3) The reactants are: Br[C:2]1[S:6][C:5]([CH:7]=[O:8])=[CH:4][C:3]=1[C:9]1[C:10]([F:15])=[N:11][CH:12]=[CH:13][CH:14]=1.C(=O)([O-])[O-].[K+].[K+].[Br:22][C:23]1[CH:24]=[C:25]([SH:29])[CH:26]=[CH:27][CH:28]=1.O. Given the product [Br:22][C:23]1[CH:24]=[C:25]([S:29][C:2]2[S:6][C:5]([CH:7]=[O:8])=[CH:4][C:3]=2[C:9]2[C:10]([F:15])=[N:11][CH:12]=[CH:13][CH:14]=2)[CH:26]=[CH:27][CH:28]=1, predict the reactants needed to synthesize it. (4) Given the product [CH3:6][O:7][C:8]1[N:9]=[N:10][CH:11]=[CH:12][C:13]=1[C:14](=[O:36])[CH2:15][C@H:16]([C:24]1[CH:25]=[CH:26][C:27]([CH:30]2[CH2:31][CH2:32][N:33]([S:2]([CH3:1])(=[O:4])=[O:3])[CH2:34][CH2:35]2)=[CH:28][CH:29]=1)[C:17]1[CH:22]=[CH:21][CH:20]=[CH:19][C:18]=1[CH3:23], predict the reactants needed to synthesize it. The reactants are: [CH3:1][S:2](Cl)(=[O:4])=[O:3].[CH3:6][O:7][C:8]1[N:9]=[N:10][CH:11]=[CH:12][C:13]=1[C:14](=[O:36])[CH2:15][C@H:16]([C:24]1[CH:29]=[CH:28][C:27]([CH:30]2[CH2:35][CH2:34][NH:33][CH2:32][CH2:31]2)=[CH:26][CH:25]=1)[C:17]1[CH:22]=[CH:21][CH:20]=[CH:19][C:18]=1[CH3:23].C(N(CC)C(C)C)(C)C. (5) Given the product [Br:1][C:2]1[CH:3]=[CH:4][C:5]([CH2:6][N:7]2[CH2:8][CH2:9][N:10]([C:13](=[O:15])[CH:22]=[CH2:23])[CH2:11][CH2:12]2)=[CH:20][CH:21]=1, predict the reactants needed to synthesize it. The reactants are: [Br:1][C:2]1[CH:21]=[CH:20][C:5]([CH2:6][N:7]2[CH2:12][CH2:11][N:10]([C:13]([O:15]C(C)(C)C)=O)[CH2:9][CH2:8]2)=[CH:4][CH:3]=1.[CH3:22][CH2:23]N(CC)CC.C(Cl)(=O)C=C. (6) Given the product [CH2:11]([NH2:2])[C:6]1[CH:7]=[CH:8][C:24]2[O:23][CH2:22][O:20][C:25]=2[CH:5]=1.[O:20]1[C:25]2[CH:8]=[CH:7][C:6]([CH2:11][NH:2][C:12]([C:8]3[CH:7]=[C:6]4[C:11](=[CH:10][CH:9]=3)[N:2]([CH3:1])[C:3](=[O:17])[NH:4][C:5]4=[O:16])=[O:14])=[CH:5][C:24]=2[O:23][CH2:22]1, predict the reactants needed to synthesize it. The reactants are: [CH3:1][N:2]1[C:11]2[C:6](=[CH:7][C:8]([C:12]([O:14]C)=O)=[CH:9][CH:10]=2)[C:5](=[O:16])[NH:4][C:3]1=[O:17].[Li+].[OH-].[O:20]1[CH2:25][CH2:24][O:23][CH2:22]C1.O.